Predict the product of the given reaction. From a dataset of Forward reaction prediction with 1.9M reactions from USPTO patents (1976-2016). (1) Given the reactants [C:1]([C:5]1[CH:12]=[CH:11][C:8]([CH:9]=O)=[CH:7][CH:6]=1)([CH3:4])([CH3:3])[CH3:2].[F:13][C:14]([F:25])([F:24])[C:15]1[CH:20]=[CH:19][C:18]([CH2:21][CH2:22][NH2:23])=[CH:17][CH:16]=1.[BH4-].[Na+].Cl, predict the reaction product. The product is: [C:1]([C:5]1[CH:12]=[CH:11][C:8]([CH2:9][NH:23][CH2:22][CH2:21][C:18]2[CH:17]=[CH:16][C:15]([C:14]([F:13])([F:24])[F:25])=[CH:20][CH:19]=2)=[CH:7][CH:6]=1)([CH3:4])([CH3:3])[CH3:2]. (2) Given the reactants [OH:1][C:2]1([C@H:6]([C:44]2[CH:49]=[CH:48][CH:47]=[CH:46][CH:45]=2)[NH:7][C:8]([NH:10][C:11]2[N:16]=[CH:15][C:14]3[C:17]([O:39][CH2:40][CH2:41][O:42][CH3:43])=[N:18][N:19](C(C4C=CC=CC=4)(C4C=CC=CC=4)C4C=CC=CC=4)[C:13]=3[CH:12]=2)=[O:9])[CH2:5][CH2:4][CH2:3]1.C(O)(C(F)(F)F)=O.C([SiH](CC)CC)C, predict the reaction product. The product is: [OH:1][C:2]1([C@H:6]([C:44]2[CH:45]=[CH:46][CH:47]=[CH:48][CH:49]=2)[NH:7][C:8]([NH:10][C:11]2[N:16]=[CH:15][C:14]3[C:17]([O:39][CH2:40][CH2:41][O:42][CH3:43])=[N:18][NH:19][C:13]=3[CH:12]=2)=[O:9])[CH2:3][CH2:4][CH2:5]1.